Dataset: Reaction yield outcomes from USPTO patents with 853,638 reactions. Task: Predict the reaction yield, written as a fraction of the theoretical maximum amount of product (1.0 means a 100% yield; for example, 0.34 means a 34% yield). (1) The reactants are CC1(C)COB([C:8]2[CH:31]=[CH:30][C:11]3[C:12]4[N:16]([CH2:17][CH2:18][O:19][C:10]=3[CH:9]=2)[CH:15]=[C:14]([C:20]2[N:21]([CH2:25][C:26]([F:29])([F:28])[F:27])[N:22]=[CH:23][N:24]=2)[N:13]=4)OC1.Cl.N[OH:35].[OH-].[Na+]. The catalyst is O. The product is [F:28][C:26]([F:27])([F:29])[CH2:25][N:21]1[C:20]([C:14]2[N:13]=[C:12]3[C:11]4[CH:30]=[CH:31][C:8]([OH:35])=[CH:9][C:10]=4[O:19][CH2:18][CH2:17][N:16]3[CH:15]=2)=[N:24][CH:23]=[N:22]1. The yield is 0.850. (2) The reactants are Cl[C:2]1[CH:11]=[CH:10][C:9]2[C:4](=[CH:5][CH:6]=[C:7]([C:12]3[C:20]4[C:15](=[N:16][CH:17]=[N:18][C:19]=4[NH2:21])[N:14]([CH:22]([CH3:24])[CH3:23])[N:13]=3)[CH:8]=2)[N:3]=1.C([NH2:28])(=O)C.C([O-])([O-])=O.[K+].[K+]. No catalyst specified. The product is [NH2:21][C:19]1[N:18]=[CH:17][N:16]=[C:15]2[N:14]([CH:22]([CH3:23])[CH3:24])[N:13]=[C:12]([C:7]3[CH:8]=[C:9]4[C:4](=[CH:5][CH:6]=3)[N:3]=[C:2]([NH2:28])[CH:11]=[CH:10]4)[C:20]=12. The yield is 0.460.